This data is from Full USPTO retrosynthesis dataset with 1.9M reactions from patents (1976-2016). The task is: Predict the reactants needed to synthesize the given product. (1) Given the product [CH2:36]([NH:40][C:19]([C:13]1[C:12](=[O:22])[C:11]2[C:16](=[CH:17][CH:18]=[C:9]([NH:8][CH2:1][C:2]3[CH:3]=[CH:4][CH:5]=[CH:6][CH:7]=3)[N:10]=2)[NH:15][CH:14]=1)=[O:21])[CH2:37][CH2:38][CH3:39], predict the reactants needed to synthesize it. The reactants are: [CH2:1]([NH:8][C:9]1[N:10]=[C:11]2[C:16](=[CH:17][CH:18]=1)[NH:15][CH:14]=[C:13]([C:19]([OH:21])=O)[C:12]2=[O:22])[C:2]1[CH:7]=[CH:6][CH:5]=[CH:4][CH:3]=1.C(N(CC)CC)C.ClC(OCC)=O.[CH2:36]([NH2:40])[CH2:37][CH2:38][CH3:39].[Cl-].[Na+]. (2) The reactants are: [CH3:1][O:2][C:3]1[CH:4]=[C:5]([CH:9]=[CH:10][C:11]=1[O:12][CH3:13])[C:6]([OH:8])=O.CN(C(ON1N=NC2C=CC=NC1=2)=[N+](C)C)C.F[P-](F)(F)(F)(F)F.C(N(C(C)C)C(C)C)C.[O:47]1[CH2:52][CH2:51][O:50][CH2:49][CH:48]1[C:53]1[C:61]2[S:60][C:59]([NH2:62])=[N:58][C:57]=2[C:56]([O:63][CH3:64])=[CH:55][CH:54]=1. Given the product [O:47]1[CH2:52][CH2:51][O:50][CH2:49][CH:48]1[C:53]1[C:61]2[S:60][C:59]([NH:62][C:6](=[O:8])[C:5]3[CH:9]=[CH:10][C:11]([O:12][CH3:13])=[C:3]([O:2][CH3:1])[CH:4]=3)=[N:58][C:57]=2[C:56]([O:63][CH3:64])=[CH:55][CH:54]=1, predict the reactants needed to synthesize it. (3) The reactants are: [Cl:1][C:2]1[CH:3]=[C:4]([CH:21]=[CH:22][CH:23]=1)[CH2:5][NH:6][C:7]1[N:20]=[C:10]2[C:11]([O:18][CH3:19])=[CH:12][C:13]([C:15]([OH:17])=O)=[CH:14][N:9]2[N:8]=1.[CH3:24][CH:25]1[CH2:30][NH:29][CH:28]([C:31]([OH:34])([CH3:33])[CH3:32])[CH2:27][O:26]1.C(N(CC)C(C)C)(C)C.CN(C(ON1N=NC2C=CC=NC1=2)=[N+](C)C)C.F[P-](F)(F)(F)(F)F. Given the product [Cl:1][C:2]1[CH:3]=[C:4]([CH:21]=[CH:22][CH:23]=1)[CH2:5][NH:6][C:7]1[N:20]=[C:10]2[C:11]([O:18][CH3:19])=[CH:12][C:13]([C:15]([N:29]3[CH:28]([C:31]([OH:34])([CH3:32])[CH3:33])[CH2:27][O:26][CH:25]([CH3:24])[CH2:30]3)=[O:17])=[CH:14][N:9]2[N:8]=1, predict the reactants needed to synthesize it. (4) Given the product [OH:4][C:5]1[CH:6]=[C:7]([CH2:14][C:15]([NH:17][C:18]2[N:23]=[CH:22][C:21]([CH:24]([CH3:30])[CH2:25][C:26]([O:28][CH3:29])=[O:27])=[CH:20][CH:19]=2)=[O:16])[CH:8]=[CH:9][C:10]=1[N+:11]([O-:13])=[O:12], predict the reactants needed to synthesize it. The reactants are: C([O:4][C:5]1[CH:6]=[C:7]([CH2:14][C:15]([NH:17][C:18]2[N:23]=[CH:22][C:21]([CH:24]([CH3:30])[CH2:25][C:26]([O:28][CH3:29])=[O:27])=[CH:20][CH:19]=2)=[O:16])[CH:8]=[CH:9][C:10]=1[N+:11]([O-:13])=[O:12])(=O)C.N1CCCCC1. (5) Given the product [CH3:1][O:2][C:3]1[CH:4]=[C:5]([CH:6]=[CH:7][CH:8]=1)[O:9][C@H:11]([C:31]1[CH:36]=[CH:35][CH:34]=[CH:33][CH:32]=1)[CH2:12][N:13]1[CH2:18][CH2:17][CH:16]([C:19]2[CH:20]=[C:21]([NH:25][C:26](=[O:30])[CH:27]([CH3:29])[CH3:28])[CH:22]=[CH:23][CH:24]=2)[CH2:15][CH2:14]1, predict the reactants needed to synthesize it. The reactants are: [CH3:1][O:2][C:3]1[CH:4]=[C:5]([OH:9])[CH:6]=[CH:7][CH:8]=1.O[C@@H:11]([C:31]1[CH:36]=[CH:35][CH:34]=[CH:33][CH:32]=1)[CH2:12][N:13]1[CH2:18][CH2:17][CH:16]([C:19]2[CH:20]=[C:21]([NH:25][C:26](=[O:30])[CH:27]([CH3:29])[CH3:28])[CH:22]=[CH:23][CH:24]=2)[CH2:15][CH2:14]1. (6) Given the product [CH3:4][C:3]([CH3:6])([CH3:5])[CH2:2][C:11]1[CH:12]=[CH:13][CH:14]=[C:9]([F:8])[C:10]=1[C:16]([NH:20][CH2:19][CH3:18])=[O:17], predict the reactants needed to synthesize it. The reactants are: [Li].[CH2:2](Cl)[C:3]([CH3:6])([CH3:5])[CH3:4].[F:8][C:9]1[CH:14]=[CH:13][CH:12]=[C:11](F)[C:10]=1[C:16]1[O:17][CH2:18][C:19](C)(C)[N:20]=1.C([O-])(O)=O.[Na+]. (7) Given the product [CH2:16]([O:15][C:13]([N:7]1[CH2:8][CH:9]([CH3:25])[CH2:10][CH:5]([C:3]([OH:2])=[O:4])[CH2:6]1)=[O:14])[C:17]1[CH:18]=[CH:19][CH:20]=[CH:21][CH:22]=1, predict the reactants needed to synthesize it. The reactants are: C[O:2][C:3]([CH:5]1[CH2:10][CH:9](OC)[CH2:8][N:7]([C:13]([O:15][CH2:16][C:17]2[CH:22]=[CH:21][CH:20]=[CH:19][CH:18]=2)=[O:14])[CH2:6]1)=[O:4].[OH-].[Na+].[CH2:25](OC(N1CC(OC)CC(C(O)=O)C1)=O)C1C=CC=CC=1. (8) The reactants are: Cl[CH2:2][C:3]([NH:5][CH2:6][C@H:7]([OH:25])[C@@H:8]([O:15][C:16]1[CH:21]=[CH:20][C:19]([Cl:22])=[CH:18][C:17]=1[O:23][CH3:24])[C:9]1[CH:14]=[CH:13][CH:12]=[CH:11][CH:10]=1)=[O:4].CC(C)([O-])C.[K+].Cl. Given the product [Cl:22][C:19]1[CH:20]=[CH:21][C:16]([O:15][C@@H:8]([C:9]2[CH:14]=[CH:13][CH:12]=[CH:11][CH:10]=2)[C@@H:7]2[CH2:6][NH:5][C:3](=[O:4])[CH2:2][O:25]2)=[C:17]([O:23][CH3:24])[CH:18]=1, predict the reactants needed to synthesize it.